From a dataset of Reaction yield outcomes from USPTO patents with 853,638 reactions. Predict the reaction yield, written as a fraction of the theoretical maximum amount of product (1.0 means a 100% yield; for example, 0.34 means a 34% yield). (1) The reactants are C=[C:2]1[CH2:5][CH:4]([C:6](O)=O)[CH2:3]1.[N-:9]=[N+]=[N-].[Na+].[CH3:13][C:14]([O:17][C:18]([O:20]C(OC(C)(C)C)=O)=O)([CH3:16])[CH3:15]. The catalyst is C1COCC1.[Br-].C([N+](CCCC)(CCCC)CCCC)CCC.C(S([O-])(=O)=O)(F)(F)F.C(S([O-])(=O)=O)(F)(F)F.[Zn+2]. The product is [C:18]([NH:9][CH:2]1[CH2:3][C:4](=[CH2:6])[CH2:5]1)([O:17][C:14]([CH3:16])([CH3:15])[CH3:13])=[O:20]. The yield is 0.349. (2) The reactants are [C:1]([C:3]1([C:8]([O:10][CH3:11])=[O:9])[CH2:7][CH2:6][CH2:5][CH2:4]1)#[N:2].[BH4-].[Na+].[C:14]([O:18][C:19](O[C:19]([O:18][C:14]([CH3:17])([CH3:16])[CH3:15])=[O:20])=[O:20])([CH3:17])([CH3:16])[CH3:15]. The catalyst is CO.C(Cl)Cl.O.[Co](Cl)Cl. The product is [C:14]([O:18][C:19]([NH:2][CH2:1][C:3]1([C:8]([O:10][CH3:11])=[O:9])[CH2:7][CH2:6][CH2:5][CH2:4]1)=[O:20])([CH3:17])([CH3:16])[CH3:15]. The yield is 0.710. (3) The reactants are O.[NH2:2][NH2:3].[CH:4](=[C:11]([CH2:14][CH3:15])[CH:12]=O)[C:5]1[CH:10]=[CH:9][CH:8]=[CH:7][CH:6]=1.O. The catalyst is CCOCC. The product is [CH2:14]([CH:11]1[CH:4]([C:5]2[CH:10]=[CH:9][CH:8]=[CH:7][CH:6]=2)[NH:3][N:2]=[CH:12]1)[CH3:15]. The yield is 0.940. (4) The reactants are [CH3:1][C:2]([O:5][C:6](=[O:12])[N:7]([CH2:9][CH2:10][NH2:11])[CH3:8])([CH3:4])[CH3:3].Cl[C:14]1[N:19]=[CH:18][C:17]([Br:20])=[CH:16][N:15]=1.C(N(CC)C(C)C)(C)C.C([O-])([O-])=O.[K+].[K+]. No catalyst specified. The product is [CH3:4][C:2]([O:5][C:6](=[O:12])[N:7]([CH2:9][CH2:10][NH:11][C:14]1[N:19]=[CH:18][C:17]([Br:20])=[CH:16][N:15]=1)[CH3:8])([CH3:1])[CH3:3]. The yield is 0.730. (5) The catalyst is CO. The product is [C:1]([NH:9][C:10]1[CH:11]=[C:12]([CH:17]2[C:26]([CH3:28])([CH3:27])[CH2:25][C:24]3[C:19](=[CH:20][CH:21]=[C:22]([C:29]([OH:31])=[O:30])[CH:23]=3)[NH:18]2)[CH:13]=[C:14]([Cl:16])[CH:15]=1)(=[O:8])[C:2]1[CH:7]=[CH:6][CH:5]=[CH:4][CH:3]=1. The reactants are [C:1]([NH:9][C:10]1[CH:11]=[C:12]([CH:17]2[C:26]([CH3:28])([CH3:27])[CH2:25][C:24]3[C:19](=[CH:20][CH:21]=[C:22]([C:29]([O:31]C)=[O:30])[CH:23]=3)[NH:18]2)[CH:13]=[C:14]([Cl:16])[CH:15]=1)(=[O:8])[C:2]1[CH:7]=[CH:6][CH:5]=[CH:4][CH:3]=1.[OH-].[Na+]. The yield is 0.910. (6) The reactants are C1(C)C=CC=CC=1P(C1C=CC=CC=1C)C1C=CC=CC=1C.C(=O)([O-])[O-].[Na+].[Na+].I[C:30]1[C:31]([CH3:41])=[C:32]([CH2:36][C:37]([O:39][CH3:40])=[O:38])[CH:33]=[CH:34][CH:35]=1.[CH3:42][O:43][C:44]1[CH:49]=[CH:48][C:47](B(O)O)=[CH:46][CH:45]=1. The catalyst is CN(C)C=O.C(OCC)(=O)C.O.C([O-])(=O)C.[Pd+2].C([O-])(=O)C. The product is [CH3:42][O:43][C:44]1[CH:49]=[CH:48][C:47]([C:30]2[CH:35]=[CH:34][CH:33]=[C:32]([CH2:36][C:37]([O:39][CH3:40])=[O:38])[C:31]=2[CH3:41])=[CH:46][CH:45]=1. The yield is 0.0700.